Dataset: Forward reaction prediction with 1.9M reactions from USPTO patents (1976-2016). Task: Predict the product of the given reaction. (1) Given the reactants [CH3:1][O:2][C:3]([C@@H:5]1[C@H:9]([CH3:10])[O:8][C:7]([CH:11]([NH:14][C:15]([C:17]2[C:18]3[CH:25]=[N:24][N:23]([C:26]4[CH:31]=[CH:30][C:29]([F:32])=[CH:28][CH:27]=4)[C:19]=3[CH:20]=[N:21][CH:22]=2)=[O:16])[CH2:12][CH3:13])=[N:6]1)=[O:4].C1CCN2C(=NCCC2)CC1.BrC(Cl)(Cl)Cl, predict the reaction product. The product is: [CH3:1][O:2][C:3]([C:5]1[N:6]=[C:7]([CH:11]([NH:14][C:15]([C:17]2[C:18]3[CH:25]=[N:24][N:23]([C:26]4[CH:31]=[CH:30][C:29]([F:32])=[CH:28][CH:27]=4)[C:19]=3[CH:20]=[N:21][CH:22]=2)=[O:16])[CH2:12][CH3:13])[O:8][C:9]=1[CH3:10])=[O:4]. (2) Given the reactants Br[CH:2]([C:20]1[CH:25]=[CH:24][CH:23]=[CH:22][C:21]=1[Cl:26])[C:3]([C:5]1[S:19][C:8]2[C:9]3[CH:17]=[CH:16][C:15]([Br:18])=[CH:14][C:10]=3[O:11][CH2:12][CH2:13][C:7]=2[CH:6]=1)=O.CC(C)=O.[NH2:31][C:32]([NH2:34])=[S:33], predict the reaction product. The product is: [Br:18][C:15]1[CH:16]=[CH:17][C:9]2[C:8]3[S:19][C:5]([C:3]4[N:31]=[C:32]([NH2:34])[S:33][C:2]=4[C:20]4[CH:25]=[CH:24][CH:23]=[CH:22][C:21]=4[Cl:26])=[CH:6][C:7]=3[CH2:13][CH2:12][O:11][C:10]=2[CH:14]=1. (3) Given the reactants [F:1][C:2]1[C:3]([C:16]2[CH:21]=[CH:20][CH:19]=[CH:18][CH:17]=2)=[C:4]([NH:8]C(=O)OC(C)(C)C)[CH:5]=[N:6][CH:7]=1.C(O)(C(F)(F)F)=O, predict the reaction product. The product is: [F:1][C:2]1[C:3]([C:16]2[CH:21]=[CH:20][CH:19]=[CH:18][CH:17]=2)=[C:4]([NH2:8])[CH:5]=[N:6][CH:7]=1. (4) Given the reactants [NH:1]1[CH2:6][CH2:5][O:4][CH2:3][CH2:2]1.CO[C:9]1[CH:16]=[CH:15][CH:14]=[CH:13][C:10]=1[CH:11]=O.[C:17]([Cl:20])(=O)C, predict the reaction product. The product is: [Cl-:20].[CH3:11][C:10]1[CH:13]=[CH:14][CH:15]=[CH:16][C:9]=1[CH:17]=[N+:1]1[CH2:6][CH2:5][O:4][CH2:3][CH2:2]1. (5) Given the reactants [CH3:1][O:2][C:3]([C:5]1[CH:6]=[C:7]2[C:13]([N+:14]([O-])=O)=[CH:12][N:11]([CH2:17][C:18]3[CH:23]=[CH:22][C:21]([F:24])=[CH:20][CH:19]=3)[C:8]2=[CH:9][N:10]=1)=[O:4], predict the reaction product. The product is: [F:24][C:21]1[CH:20]=[CH:19][C:18]([CH2:17][N:11]2[C:8]3=[CH:9][N:10]=[C:5]([C:3]([O:2][CH3:1])=[O:4])[CH:6]=[C:7]3[C:13]([NH2:14])=[CH:12]2)=[CH:23][CH:22]=1.